Dataset: Peptide-MHC class I binding affinity with 185,985 pairs from IEDB/IMGT. Task: Regression. Given a peptide amino acid sequence and an MHC pseudo amino acid sequence, predict their binding affinity value. This is MHC class I binding data. (1) The peptide sequence is ISSKQYPAGR. The MHC is HLA-A68:01 with pseudo-sequence HLA-A68:01. The binding affinity (normalized) is 0.801. (2) The peptide sequence is HVIQNAFRK. The MHC is HLA-B08:01 with pseudo-sequence HLA-B08:01. The binding affinity (normalized) is 0.213. (3) The peptide sequence is HVIQNAFRK. The MHC is HLA-B15:01 with pseudo-sequence HLA-B15:01. The binding affinity (normalized) is 0.213.